From a dataset of Full USPTO retrosynthesis dataset with 1.9M reactions from patents (1976-2016). Predict the reactants needed to synthesize the given product. (1) The reactants are: [CH3:1][C:2]1[C:7]([CH3:8])=[CH:6][C:5]([NH2:9])=[C:4]([NH2:10])[CH:3]=1.C(O[C:14]([S-])=[S:15])C.[K+]. Given the product [CH3:1][C:2]1[C:7]([CH3:8])=[CH:6][C:5]2[N:9]=[C:14]([SH:15])[NH:10][C:4]=2[CH:3]=1, predict the reactants needed to synthesize it. (2) Given the product [F:31][C:32]([F:40])([F:41])[C:33]1[CH:34]=[CH:35][C:36]([NH:37][C:12](=[O:14])[C:11]2[CH:10]=[CH:9][C:8]([N:7]3[C:3]([C:2]([F:1])([F:18])[F:17])=[CH:4][CH:5]=[N:6]3)=[CH:16][CH:15]=2)=[CH:38][CH:39]=1, predict the reactants needed to synthesize it. The reactants are: [F:1][C:2]([F:18])([F:17])[C:3]1[N:7]([C:8]2[CH:16]=[CH:15][C:11]([C:12]([OH:14])=O)=[CH:10][CH:9]=2)[N:6]=[CH:5][CH:4]=1.C(Cl)(C(Cl)=O)=O.N1C=CC=CC=1.[F:31][C:32]([F:41])([F:40])[C:33]1[CH:39]=[CH:38][C:36]([NH2:37])=[CH:35][CH:34]=1. (3) Given the product [C:25]([O:24][C@@H:18]([C:9]1[C:8]([CH3:29])=[CH:7][C:5]2[N:6]=[C:2]([C:37]3[CH:38]=[C:39]4[C:34]([C:33]([CH3:43])=[N:32][N:31]4[CH3:30])=[CH:35][CH:36]=3)[S:3][C:4]=2[C:10]=1[C:11]1[CH:16]=[CH:15][C:14]([Cl:17])=[CH:13][CH:12]=1)[C:19]([O:21][CH2:22][CH3:23])=[O:20])([CH3:28])([CH3:27])[CH3:26], predict the reactants needed to synthesize it. The reactants are: Br[C:2]1[S:3][C:4]2[C:10]([C:11]3[CH:16]=[CH:15][C:14]([Cl:17])=[CH:13][CH:12]=3)=[C:9]([C@H:18]([O:24][C:25]([CH3:28])([CH3:27])[CH3:26])[C:19]([O:21][CH2:22][CH3:23])=[O:20])[C:8]([CH3:29])=[CH:7][C:5]=2[N:6]=1.[CH3:30][N:31]1[C:39]2[C:34](=[CH:35][CH:36]=[C:37](B(O)O)[CH:38]=2)[C:33]([CH3:43])=[N:32]1.C([O-])([O-])=O.[K+].[K+].O1CCOCC1. (4) Given the product [Cl:1][C:2]1[CH:15]=[CH:14][C:13]([I:16])=[CH:12][C:3]=1[CH2:4][C:5]1[CH:6]=[CH:7][C:8]([O:11][Si:29]([C:25]([CH3:28])([CH3:27])[CH3:26])([CH3:31])[CH3:30])=[CH:9][CH:10]=1, predict the reactants needed to synthesize it. The reactants are: [Cl:1][C:2]1[CH:15]=[CH:14][C:13]([I:16])=[CH:12][C:3]=1[CH2:4][C:5]1[CH:10]=[CH:9][C:8]([OH:11])=[CH:7][CH:6]=1.C(N(CC)CC)C.[Cl-].[C:25]([SiH:29]([CH3:31])[CH3:30])([CH3:28])([CH3:27])[CH3:26].O. (5) Given the product [C:1]([O:5][C:6]([N:8]1[CH2:13][CH2:12][CH:11]([O:14][C:22]2[CH:27]=[CH:26][C:25]([C:28]([F:31])([F:30])[F:29])=[CH:24][CH:23]=2)[CH2:10][CH2:9]1)=[O:7])([CH3:4])([CH3:2])[CH3:3], predict the reactants needed to synthesize it. The reactants are: [C:1]([O:5][C:6]([N:8]1[CH2:13][CH2:12][CH:11]([OH:14])[CH2:10][CH2:9]1)=[O:7])([CH3:4])([CH3:3])[CH3:2].CC(C)([O-])C.[K+].F[C:22]1[CH:27]=[CH:26][C:25]([C:28]([F:31])([F:30])[F:29])=[CH:24][CH:23]=1.O. (6) Given the product [CH2:3]([O:5][C:6]1[CH:29]=[CH:28][CH:27]=[CH:26][C:7]=1[O:8][C@@H:9]1[CH2:14][CH2:13][CH2:12][N:11]([C:15]2[CH:25]=[CH:24][C:18]([C:19]([OH:21])=[O:20])=[CH:17][N:16]=2)[CH2:10]1)[CH3:4], predict the reactants needed to synthesize it. The reactants are: [OH-].[Na+].[CH2:3]([O:5][C:6]1[CH:29]=[CH:28][CH:27]=[CH:26][C:7]=1[O:8][C@@H:9]1[CH2:14][CH2:13][CH2:12][N:11]([C:15]2[CH:25]=[CH:24][C:18]([C:19]([O:21]CC)=[O:20])=[CH:17][N:16]=2)[CH2:10]1)[CH3:4].